From a dataset of Catalyst prediction with 721,799 reactions and 888 catalyst types from USPTO. Predict which catalyst facilitates the given reaction. (1) Reactant: [CH2:1]([NH2:8])[C:2]1[CH:7]=[CH:6][CH:5]=[CH:4][CH:3]=1.Br[C:10]1[S:11][C:12]([C:15]([NH:17][C:18]2[S:19][C:20]([C:23]3[CH:28]=[CH:27][C:26]([CH3:29])=[CH:25][CH:24]=3)=[CH:21][N:22]=2)=[O:16])=[CH:13][N:14]=1. Product: [CH2:1]([NH:8][C:10]1[S:11][C:12]([C:15]([NH:17][C:18]2[S:19][C:20]([C:23]3[CH:28]=[CH:27][C:26]([CH3:29])=[CH:25][CH:24]=3)=[CH:21][N:22]=2)=[O:16])=[CH:13][N:14]=1)[C:2]1[CH:7]=[CH:6][CH:5]=[CH:4][CH:3]=1. The catalyst class is: 31. (2) Reactant: CO[CH:3](OC)[CH2:4][Br:5].Br.O.[Br:10][C:11]1[C:12]([NH2:18])=[N:13][CH:14]=[C:15](Br)[N:16]=1. Product: [Br:5][C:4]1[N:16]=[C:11]([Br:10])[C:12]2[N:18]([CH:15]=[CH:14][N:13]=2)[CH:3]=1. The catalyst class is: 3. (3) Reactant: [ClH:1].[NH2:2][CH2:3][C:4]1[CH:5]=[C:6]2[C:11](=[CH:12][CH:13]=1)[N:10]=[C:9]([CH3:14])[N:8]([CH:15]1[CH2:20][CH2:19][C:18](=[O:21])[NH:17][C:16]1=[O:22])[C:7]2=[O:23].C(N(CC)[CH:28]([CH3:30])[CH3:29])(C)C. Product: [Cl:1][C:29]1[CH:28]=[CH:30][C:19]([C:18]([NH:2][CH2:3][C:4]2[CH:5]=[C:6]3[C:11](=[CH:12][CH:13]=2)[N:10]=[C:9]([CH3:14])[N:8]([CH:15]2[CH2:20][CH2:19][C:18](=[O:21])[NH:17][C:16]2=[O:22])[C:7]3=[O:23])=[O:21])=[CH:20][CH:15]=1. The catalyst class is: 10. (4) Reactant: COC1C=CC(C[N:8]2[CH:12]=[C:11]([C:13]3[N:14]=[C:15]([NH:19][C:20]4[CH:25]=[C:24]([F:26])[CH:23]=[CH:22][N:21]=4)[S:16][C:17]=3[CH3:18])[CH:10]=[N:9]2)=CC=1.C([O-])([O-])=O.[Na+].[Na+].O. Product: [F:26][C:24]1[CH:23]=[CH:22][N:21]=[C:20]([NH:19][C:15]2[S:16][C:17]([CH3:18])=[C:13]([C:11]3[CH:12]=[N:8][NH:9][CH:10]=3)[N:14]=2)[CH:25]=1. The catalyst class is: 67. (5) Product: [Cl:1][C:2]1[CH:3]=[C:4]([CH:18]=[CH:19][C:20]=1[F:21])[CH2:5][C:6]1[CH:7]=[N:8][C:9]2[N:10]([N:12]=[CH:13][C:14]=2[C:15]([NH:22][CH2:23][CH2:24][OH:25])=[O:17])[CH:11]=1. The catalyst class is: 3. Reactant: [Cl:1][C:2]1[CH:3]=[C:4]([CH:18]=[CH:19][C:20]=1[F:21])[CH2:5][C:6]1[CH:7]=[N:8][C:9]2[N:10]([N:12]=[CH:13][C:14]=2[C:15]([OH:17])=O)[CH:11]=1.[NH2:22][CH2:23][CH2:24][OH:25].CN(C(ON1N=NC2C=CC=CC1=2)=[N+](C)C)C.[B-](F)(F)(F)F.C(N(CC)CC)C. (6) Reactant: [Cl:1][C:2]1[CH:7]=[C:6]([O:8][C:9]2[C:18]3[C:13](=[CH:14][C:15]([OH:21])=[C:16]([O:19][CH3:20])[CH:17]=3)[N:12]=[CH:11][CH:10]=2)[CH:5]=[CH:4][C:3]=1[NH:22][C:23]([NH:25][C:26]1[CH:31]=[CH:30][C:29]([F:32])=[CH:28][C:27]=1[F:33])=[O:24].C(=O)([O-])[O-].[K+].[K+].CC1C=CC(S(O[CH2:51][CH2:52][N:53]2[CH:57]=[CH:56][N:55]=[N:54]2)(=O)=O)=CC=1. Product: [Cl:1][C:2]1[CH:7]=[C:6]([O:8][C:9]2[C:18]3[C:13](=[CH:14][C:15]([O:21][CH2:51][CH2:52][N:53]4[CH:57]=[CH:56][N:55]=[N:54]4)=[C:16]([O:19][CH3:20])[CH:17]=3)[N:12]=[CH:11][CH:10]=2)[CH:5]=[CH:4][C:3]=1[NH:22][C:23]([NH:25][C:26]1[CH:31]=[CH:30][C:29]([F:32])=[CH:28][C:27]=1[F:33])=[O:24]. The catalyst class is: 9. (7) Reactant: [Al+3].[Cl-].[Cl-].[Cl-].[CH:5]([C:8]1[CH:13]=[CH:12][C:11]([CH2:14][CH:15]([CH3:19])[C:16](Cl)=[O:17])=[CH:10][CH:9]=1)([CH3:7])[CH3:6]. Product: [CH:5]([C:8]1[CH:13]=[C:12]2[C:11]([CH2:14][CH:15]([CH3:19])[C:16]2=[O:17])=[CH:10][CH:9]=1)([CH3:7])[CH3:6]. The catalyst class is: 4. (8) Reactant: [H-].[H-].[H-].[H-].[Li+].[Al+3].[CH2:7]([N:14]1[C:18]([C:19](OCC)=[O:20])=[CH:17][C:16]([CH3:24])=[N:15]1)[C:8]1[CH:13]=[CH:12][CH:11]=[CH:10][CH:9]=1. Product: [CH2:7]([N:14]1[C:18]([CH2:19][OH:20])=[CH:17][C:16]([CH3:24])=[N:15]1)[C:8]1[CH:9]=[CH:10][CH:11]=[CH:12][CH:13]=1. The catalyst class is: 1. (9) Reactant: [OH:1][CH2:2][CH2:3][C:4]#[C:5][C:6]1[CH:18]=[C:17]2[C:9]([C:10]3[CH:11]=[CH:12][C:13]([OH:21])=[CH:14][C:15]=3[C:16]2([CH3:20])[CH3:19])=[CH:8][CH:7]=1. Product: [OH:1][CH2:2][CH2:3][CH2:4][CH2:5][C:6]1[CH:18]=[C:17]2[C:9]([C:10]3[CH:11]=[CH:12][C:13]([OH:21])=[CH:14][C:15]=3[C:16]2([CH3:19])[CH3:20])=[CH:8][CH:7]=1. The catalyst class is: 1.